From a dataset of Catalyst prediction with 721,799 reactions and 888 catalyst types from USPTO. Predict which catalyst facilitates the given reaction. (1) Reactant: [Br:1][C:2]1[CH:3]=[C:4]([NH:8][CH2:9][C:10]2[CH:15]=[CH:14][CH:13]=[C:12]([O:16][CH3:17])[CH:11]=2)[CH:5]=[N:6][CH:7]=1.[H-].[Na+].[CH3:20]I. Product: [Br:1][C:2]1[CH:3]=[C:4]([N:8]([CH2:9][C:10]2[CH:15]=[CH:14][CH:13]=[C:12]([O:16][CH3:17])[CH:11]=2)[CH3:20])[CH:5]=[N:6][CH:7]=1. The catalyst class is: 3. (2) Reactant: [Cl:1][C:2]1[CH:7]=[CH:6][N:5]=[C:4]2[N:8]([Si:11]([CH:18]([CH3:20])[CH3:19])([CH:15]([CH3:17])[CH3:16])[CH:12]([CH3:14])[CH3:13])[CH:9]=[CH:10][C:3]=12.[Li]C(CC)C.Cl[C:27]([O:29][CH3:30])=[O:28].C(Cl)Cl. Product: [Cl:1][C:2]1[C:7]([C:27]([O:29][CH3:30])=[O:28])=[CH:6][N:5]=[C:4]2[N:8]([Si:11]([CH:15]([CH3:17])[CH3:16])([CH:18]([CH3:20])[CH3:19])[CH:12]([CH3:13])[CH3:14])[CH:9]=[CH:10][C:3]=12. The catalyst class is: 1. (3) Reactant: [C:1](=[O:4])([O-])[O-:2].[Cs+].[Cs+].[Cl:7][C:8]1[CH:9]=[CH:10][C:11]2O[C:14](=O)[NH:13][C:12]=2[CH:17]=1.CI. Product: [Cl:7][C:8]1[CH:9]=[CH:10][C:11]2[O:2][C:1](=[O:4])[N:13]([CH3:14])[C:12]=2[CH:17]=1. The catalyst class is: 3. (4) Reactant: [Cl:1][C:2]1[CH:7]=[CH:6][CH:5]=[C:4]([F:8])[C:3]=1[C:9]1[C:10]([CH3:20])=[N:11][N:12]([CH3:19])[C:13]=1[CH:14](Cl)[CH:15]([CH3:17])[CH3:16].[CH3:21][NH2:22]. Product: [Cl:1][C:2]1[CH:7]=[CH:6][CH:5]=[C:4]([F:8])[C:3]=1[C:9]1[C:10]([CH3:20])=[N:11][N:12]([CH3:19])[C:13]=1[CH:14]([CH:15]([CH3:17])[CH3:16])[NH:22][CH3:21]. The catalyst class is: 5. (5) Reactant: [F:1][C:2]1(F)[CH2:16][CH2:15][C:5]2([O:14][C:9]3=[N:10][CH:11]=[CH:12][CH:13]=[C:8]3[CH:7]=[CH:6]2)[CH2:4][CH2:3]1.C([O-])(O)=O.[Na+]. Product: [F:1][C:2]1[CH2:16][CH2:15][C:5]2([O:14][C:9]3=[N:10][CH:11]=[CH:12][CH:13]=[C:8]3[CH:7]=[CH:6]2)[CH2:4][CH:3]=1. The catalyst class is: 2. (6) Reactant: [CH3:1][C:2]1[CH2:7][CH2:6][CH:5]([C:8]([Cl:10])=[O:9])[CH2:4][CH:3]=1.[CH3:11][O:12][C:13]([C:15]1[S:16][C:17]([C:24]2[CH:29]=[CH:28][C:27]([F:30])=[CH:26][CH:25]=2)=[CH:18][C:19]=1[NH:20][CH:21]([CH3:23])[CH3:22])=[O:14]. Product: [CH3:1][C:2]1[CH2:7][CH2:6][CH:5]([C:8]([Cl:10])=[O:9])[CH2:4][CH:3]=1.[CH3:11][O:12][C:13]([C:15]1[S:16][C:17]([C:24]2[CH:25]=[CH:26][C:27]([F:30])=[CH:28][CH:29]=2)=[CH:18][C:19]=1[N:20]([CH:21]([CH3:23])[CH3:22])[C:8]([CH:5]1[CH2:6][CH2:7][C:2]([CH3:1])=[CH:3][CH2:4]1)=[O:9])=[O:14]. The catalyst class is: 26. (7) Reactant: Cl[C:2]1[N:7]=[C:6]([NH:8][CH2:9][CH3:10])[C:5]([C:11]#[N:12])=[CH:4][N:3]=1.[S:13]([F:23])(=[O:22])([C:15]1[CH:20]=[CH:19][C:18]([NH2:21])=[CH:17][CH:16]=1)=[O:14]. Product: [C:11]([C:5]1[C:6]([NH:8][CH2:9][CH3:10])=[N:7][C:2]([NH:21][C:18]2[CH:19]=[CH:20][C:15]([S:13]([F:23])(=[O:22])=[O:14])=[CH:16][CH:17]=2)=[N:3][CH:4]=1)#[N:12]. The catalyst class is: 868. (8) Reactant: [CH3:1][O:2][C:3]1[C:8]([N+:9]([O-])=O)=[CH:7][CH:6]=[CH:5][C:4]=1[C:12]1[S:16][C:15]([C:17]([OH:19])=[O:18])=[CH:14][CH:13]=1.C([O-])=O.[NH4+]. Product: [NH2:9][C:8]1[C:3]([O:2][CH3:1])=[C:4]([C:12]2[S:16][C:15]([C:17]([OH:19])=[O:18])=[CH:14][CH:13]=2)[CH:5]=[CH:6][CH:7]=1. The catalyst class is: 78. (9) Reactant: [C:1]([C:3]1[CH:19]=[C:18]([C:20]2[N:25]=[C:24]([NH:26][C:27]3[CH:32]=[CH:31][C:30]([N:33]4[CH2:36][C:35]([OH:38])([CH3:37])[CH2:34]4)=[CH:29][CH:28]=3)[N:23]=[CH:22][N:21]=2)[CH:17]=[CH:16][C:4]=1[O:5][CH:6]1[CH2:11][CH2:10][N:9](C([O-])=O)[CH2:8][CH:7]1[F:15])#[N:2].FC(F)(F)C(O)=O. Product: [F:15][C@H:7]1[C@@H:6]([O:5][C:4]2[CH:16]=[CH:17][C:18]([C:20]3[N:25]=[C:24]([NH:26][C:27]4[CH:28]=[CH:29][C:30]([N:33]5[CH2:36][C:35]([OH:38])([CH3:37])[CH2:34]5)=[CH:31][CH:32]=4)[N:23]=[CH:22][N:21]=3)=[CH:19][C:3]=2[C:1]#[N:2])[CH2:11][CH2:10][NH:9][CH2:8]1. The catalyst class is: 4. (10) Reactant: [CH3:1][N:2]1[CH2:7][CH2:6][NH:5][CH2:4][CH2:3]1.C(=O)([O-])[O-].[K+].[K+].F[C:15]1[CH:22]=[CH:21][CH:20]=[CH:19][C:16]=1[CH:17]=[O:18]. Product: [CH3:1][N:2]1[CH2:7][CH2:6][N:5]([C:15]2[CH:22]=[CH:21][CH:20]=[CH:19][C:16]=2[CH:17]=[O:18])[CH2:4][CH2:3]1. The catalyst class is: 6.